This data is from PAMPA (Parallel Artificial Membrane Permeability Assay) permeability data from NCATS. The task is: Regression/Classification. Given a drug SMILES string, predict its absorption, distribution, metabolism, or excretion properties. Task type varies by dataset: regression for continuous measurements (e.g., permeability, clearance, half-life) or binary classification for categorical outcomes (e.g., BBB penetration, CYP inhibition). Dataset: pampa_ncats. (1) The compound is COC1=CC=CC=C1C2=CSC(=N2)N3CCC(CC3)C(=O)N. The result is 1 (high permeability). (2) The drug is C1=CC(=CN=C1)C2=C3C=NC=CN3C(=N2)C(=O)NCC4=CC=NC=C4. The result is 0 (low-to-moderate permeability).